This data is from Reaction yield outcomes from USPTO patents with 853,638 reactions. The task is: Predict the reaction yield, written as a fraction of the theoretical maximum amount of product (1.0 means a 100% yield; for example, 0.34 means a 34% yield). (1) The reactants are [F:1][C:2]1[CH:7]=[CH:6][C:5]([C:8]([CH3:16])([O:10][CH2:11][C@@H:12]([OH:15])[CH2:13][OH:14])[CH3:9])=[CH:4][CH:3]=1.N1C=CN=C1.[C:22]([Si:26](Cl)([CH3:28])[CH3:27])([CH3:25])([CH3:24])[CH3:23].O. The catalyst is O1CCCC1.CN(C)C1C=CN=CC=1. The product is [C:22]([Si:26]([CH3:28])([CH3:27])[O:14][CH2:13][C@H:12]([OH:15])[CH2:11][O:10][C:8]([C:5]1[CH:4]=[CH:3][C:2]([F:1])=[CH:7][CH:6]=1)([CH3:16])[CH3:9])([CH3:25])([CH3:24])[CH3:23]. The yield is 0.830. (2) The reactants are [Br:1][C:2]1[N:3]([CH:21]([CH3:23])[CH3:22])[C:4]([CH:12]([C:14]2[CH:19]=[CH:18][C:17]([Cl:20])=[CH:16][CH:15]=2)O)=[C:5]([C:7]([O:9][CH2:10][CH3:11])=[O:8])[N:6]=1.CS(OS(C)(=O)=O)(=O)=O.[N-:33]=[N+:34]=[N-:35].C([N+](CCCC)(CCCC)CCCC)CCC. The catalyst is C(Cl)Cl.O. The product is [N:33]([CH:12]([C:14]1[CH:19]=[CH:18][C:17]([Cl:20])=[CH:16][CH:15]=1)[C:4]1[N:3]([CH:21]([CH3:23])[CH3:22])[C:2]([Br:1])=[N:6][C:5]=1[C:7]([O:9][CH2:10][CH3:11])=[O:8])=[N+:34]=[N-:35]. The yield is 0.890. (3) The reactants are [CH2:1]([NH:8][C:9](=[C:12]([N:15]=[CH:16][C:17]1[CH:22]=[CH:21][CH:20]=[CH:19][CH:18]=1)[C:13]#[N:14])[C:10]#[N:11])[C:2]1[CH:7]=[CH:6][CH:5]=[CH:4][CH:3]=1.CO.[BH4-].[Na+]. The catalyst is O1CCCC1. The product is [CH2:1]([NH:8][C:9](=[C:12]([NH:15][CH2:16][C:17]1[CH:22]=[CH:21][CH:20]=[CH:19][CH:18]=1)[C:13]#[N:14])[C:10]#[N:11])[C:2]1[CH:3]=[CH:4][CH:5]=[CH:6][CH:7]=1. The yield is 0.831. (4) The reactants are Cl[CH2:2][C:3]1[N:4]=[C:5](/[CH:10]=[CH:11]/[C:12]([O:14][CH2:15][CH3:16])=[O:13])[O:6][C:7]=1[CH2:8]C.[O:17]=[CH:18][C:19]1[CH:27]=[CH:26][C:24]([OH:25])=[C:21]([O:22][CH3:23])[CH:20]=1.C(=O)([O-])[O-].[K+].[K+].CN(C)C=O. The catalyst is O. The product is [CH:18]([C:19]1[CH:27]=[CH:26][C:24]([O:25][CH2:2][C:3]2[N:4]=[C:5](/[CH:10]=[CH:11]/[C:12]([O:14][CH2:15][CH3:16])=[O:13])[O:6][C:7]=2[CH3:8])=[C:21]([O:22][CH3:23])[CH:20]=1)=[O:17]. The yield is 0.700. (5) The reactants are [Br:1]/[CH:2]=[C:3]1\[CH2:4][CH2:5][CH2:6][C@@:7]2([CH3:15])[C@H:11]\1[CH2:10][CH2:9][C@@H:8]2[C:12](=[O:14])[CH3:13].C[Si](C)(C)N[Si](C)(C)C.I[Si](C)(C)C.C(N(CC)CC)C.[Br-:37].[Br-].[Br-].C([N+](CCCC)(CCCC)CCCC)CCC.C([N+](CCCC)(CCCC)CCCC)CCC.C([N+](CCCC)(CCCC)CCCC)CCC. The catalyst is C(Cl)Cl.O1CCCC1.C(OCC)C.C(=O)([O-])O.[Na+]. The product is [Br:37][C@@:8]1([C:12](=[O:14])[CH3:13])[C@:7]2([CH3:15])[C@H:11](/[C:3](=[CH:2]/[Br:1])/[CH2:4][CH2:5][CH2:6]2)[CH2:10][CH2:9]1. The yield is 0.769.